From a dataset of Full USPTO retrosynthesis dataset with 1.9M reactions from patents (1976-2016). Predict the reactants needed to synthesize the given product. (1) Given the product [Cl:25][CH2:26][C:27]([N:14]([CH2:13][CH:9]1[C:10]2[C:5](=[CH:4][C:3]([C:1]#[N:2])=[CH:12][CH:11]=2)[CH2:6][CH2:7][CH2:8]1)[CH2:15][CH2:16][NH:17][C:18](=[O:24])[O:19][C:20]([CH3:21])([CH3:23])[CH3:22])=[O:28], predict the reactants needed to synthesize it. The reactants are: [C:1]([C:3]1[CH:4]=[C:5]2[C:10](=[CH:11][CH:12]=1)[CH:9]([CH2:13][NH:14][CH2:15][CH2:16][NH:17][C:18](=[O:24])[O:19][C:20]([CH3:23])([CH3:22])[CH3:21])[CH2:8][CH2:7][CH2:6]2)#[N:2].[Cl:25][CH2:26][C:27](Cl)=[O:28]. (2) Given the product [F:10][C:11]1[C:19]([N+:1]([O-:4])=[O:2])=[CH:18][CH:17]=[C:16]([F:20])[C:12]=1[C:13]([OH:15])=[O:14], predict the reactants needed to synthesize it. The reactants are: [N+:1]([O-:4])(O)=[O:2].OS(O)(=O)=O.[F:10][C:11]1[CH:19]=[CH:18][CH:17]=[C:16]([F:20])[C:12]=1[C:13]([OH:15])=[O:14]. (3) Given the product [ClH:39].[NH2:15][C@@H:10]([C@@H:11]([CH3:14])[CH2:12][CH3:13])[C:9]([N:4]1[CH2:5][C@@H:6]([F:8])[CH2:7][C@H:3]1[C:1]#[N:2])=[O:33], predict the reactants needed to synthesize it. The reactants are: [C:1]([C@@H:3]1[CH2:7][C@H:6]([F:8])[CH2:5][N:4]1[C:9](=[O:33])[C@@H:10]([NH:15]C(OCC1C2CC3C(=CC=CC=3)C=2C=CC=1)=O)[C@@H:11]([CH3:14])[CH2:12][CH3:13])#[N:2].C(NCC)C.[Cl:39]CCCl. (4) Given the product [CH3:1][O:2][C:3](=[O:13])[C:4]1[CH:9]=[C:8]([OH:10])[CH:7]=[CH:6][C:5]=1[Br:12], predict the reactants needed to synthesize it. The reactants are: [CH3:1][O:2][C:3](=[O:13])[C:4]1[CH:9]=[C:8]([O:10]C)[CH:7]=[CH:6][C:5]=1[Br:12].B(Br)(Br)Br.CO.C([O-])(O)=O.[Na+]. (5) Given the product [CH3:17][C:16]1[N:18]=[C:19]([C:20]2[CH:25]=[CH:24][CH:23]=[CH:22][CH:21]=2)[N:12]2[C:13]=1[CH:14]=[N:15][C:10]([NH:9][C:5]1[CH:6]=[CH:7][CH:8]=[C:3]([O:2][CH3:1])[CH:4]=1)=[N:11]2, predict the reactants needed to synthesize it. The reactants are: [CH3:1][O:2][C:3]1[CH:4]=[C:5]([NH:9][C:10]2[N:11]=[N:12][C:13]([CH:16]([NH:18][C:19](=O)[C:20]3[CH:25]=[CH:24][CH:23]=[CH:22][CH:21]=3)[CH3:17])=[CH:14][N:15]=2)[CH:6]=[CH:7][CH:8]=1.P(Cl)(Cl)(Cl)=O. (6) Given the product [NH:1]1[C:2]2[C:3]3[CH:4]=[CH:5][CH:6]=[N:7][C:8]=3[CH:9]=[CH:10][C:11]=2[NH:12][C:16]1=[O:17], predict the reactants needed to synthesize it. The reactants are: [NH2:1][C:2]1[C:11]([N+:12]([O-])=O)=[CH:10][CH:9]=[C:8]2[C:3]=1[CH:4]=[CH:5][CH:6]=[N:7]2.N[C:16](N)=[O:17]. (7) Given the product [CH2:1]([O:4][C:5]1[C:6]([F:15])=[CH:7][C:8]([Br:14])=[CH:9][C:10]=1[NH2:11])[CH:2]=[CH2:3], predict the reactants needed to synthesize it. The reactants are: [CH2:1]([O:4][C:5]1[C:10]([N+:11]([O-])=O)=[CH:9][C:8]([Br:14])=[CH:7][C:6]=1[F:15])[CH:2]=[CH2:3].O.O.[Sn](Cl)(Cl)(Cl)Cl.C(N(CC)CC)C. (8) Given the product [C:7]1([CH2:6][CH2:1][C:15]([SH:17])=[S:16])[CH:12]=[CH:11][CH:10]=[CH:9][CH:8]=1, predict the reactants needed to synthesize it. The reactants are: [CH2:1](OCC)C.[CH2:6]([Mg]Cl)[C:7]1[CH:12]=[CH:11][CH:10]=[CH:9][CH:8]=1.[C:15](=[S:17])=[S:16]. (9) Given the product [CH3:25][O:26][C:27](=[O:37])[C@@H:28]([NH:36][C:19](=[O:20])[C:18]1[CH:17]=[CH:16][C:15]([CH2:14][CH2:13][C:7]2[CH:8]=[C:9]3[C:4](=[CH:5][CH:6]=2)[N:3]=[C:2]([NH2:1])[N:11]=[C:10]3[NH2:12])=[CH:23][CH:22]=1)[CH2:29][C:30](=[CH2:35])[C:31]([O:33][CH3:34])=[O:32], predict the reactants needed to synthesize it. The reactants are: [NH2:1][C:2]1[N:11]=[C:10]([NH2:12])[C:9]2[C:4](=[CH:5][CH:6]=[C:7]([CH2:13][CH2:14][C:15]3[CH:23]=[CH:22][C:18]([C:19](O)=[O:20])=[CH:17][CH:16]=3)[CH:8]=2)[N:3]=1.Cl.[CH3:25][O:26][C:27](=[O:37])[C@@H:28]([NH2:36])[CH2:29][C:30](=[CH2:35])[C:31]([O:33][CH3:34])=[O:32]. (10) Given the product [CH2:20]([C:19]([C:16]1[CH:17]=[CH:18][C:13]([C:11]2[CH:12]=[C:7]([CH2:6][C:5]([OH:40])=[O:4])[CH:8]=[N:9][CH:10]=2)=[C:14]([CH3:39])[CH:15]=1)([C:22]1[CH:27]=[CH:26][C:25]([C:28]#[C:29][C:30]([CH2:31][CH3:32])([OH:33])[CH2:34][CH3:35])=[C:24]([CH3:36])[CH:23]=1)[CH2:37][CH3:38])[CH3:21], predict the reactants needed to synthesize it. The reactants are: [OH-].[Na+].C[O:4][C:5](=[O:40])[CH2:6][C:7]1[CH:8]=[N:9][CH:10]=[C:11]([C:13]2[CH:18]=[CH:17][C:16]([C:19]([CH2:37][CH3:38])([C:22]3[CH:27]=[CH:26][C:25]([C:28]#[C:29][C:30]([CH2:34][CH3:35])([OH:33])[CH2:31][CH3:32])=[C:24]([CH3:36])[CH:23]=3)[CH2:20][CH3:21])=[CH:15][C:14]=2[CH3:39])[CH:12]=1.[Cl-].[NH4+].